This data is from Forward reaction prediction with 1.9M reactions from USPTO patents (1976-2016). The task is: Predict the product of the given reaction. The product is: [Cl:20][C:14]1[CH:15]=[C:16]([Cl:19])[CH:17]=[CH:18][C:13]=1[CH:11]([OH:12])[C:9]1[N:8]([CH2:21][CH2:22][OH:23])[C:7]2[C:2]([N:1]([CH2:24][CH3:25])[CH2:27][CH3:28])=[CH:3][CH:4]=[CH:5][C:6]=2[N:10]=1. Given the reactants [NH2:1][C:2]1[C:7]2[N:8]([CH2:21][CH2:22][OH:23])[C:9]([CH:11]([C:13]3[CH:18]=[CH:17][C:16]([Cl:19])=[CH:15][C:14]=3[Cl:20])[OH:12])=[N:10][C:6]=2[CH:5]=[CH:4][CH:3]=1.[CH:24](=O)[CH3:25].[C:27](O[BH-](OC(=O)C)OC(=O)C)(=O)[CH3:28].[Na+], predict the reaction product.